From a dataset of Reaction yield outcomes from USPTO patents with 853,638 reactions. Predict the reaction yield, written as a fraction of the theoretical maximum amount of product (1.0 means a 100% yield; for example, 0.34 means a 34% yield). The reactants are [O:1]=[C:2]1[C@H:9]2[C@H:4]([CH2:5][CH2:6][CH2:7][CH2:8]2)[N:3]1[C:10]([O:12][C:13]([CH3:16])([CH3:15])[CH3:14])=[O:11].[NH3:17]. The catalyst is ClCCl. The product is [C:2]([C@H:9]1[CH2:8][CH2:7][CH2:6][CH2:5][C@H:4]1[NH:3][C:10](=[O:11])[O:12][C:13]([CH3:16])([CH3:15])[CH3:14])(=[O:1])[NH2:17]. The yield is 0.900.